Dataset: Reaction yield outcomes from USPTO patents with 853,638 reactions. Task: Predict the reaction yield, written as a fraction of the theoretical maximum amount of product (1.0 means a 100% yield; for example, 0.34 means a 34% yield). (1) The reactants are [ClH:1].[CH2:2]([C:6]1[N:7]=[C:8]([NH2:11])[NH:9][CH:10]=1)[CH2:3][C:4]#[CH:5].[N:12]([CH2:15][C:16]1[NH:20][C:19]2[CH:21]=[C:22]([CH3:26])[C:23]([CH3:25])=[CH:24][C:18]=2[N:17]=1)=[N+:13]=[N-:14]. No catalyst specified. The product is [ClH:1].[ClH:1].[CH3:25][C:23]1[C:22]([CH3:26])=[CH:21][C:19]2[NH:20][C:16]([CH2:15][N:12]3[CH:5]=[C:4]([CH2:3][CH2:2][C:6]4[N:7]=[C:8]([NH2:11])[NH:9][CH:10]=4)[N:14]=[N:13]3)=[N:17][C:18]=2[CH:24]=1. The yield is 0.590. (2) The reactants are [N:1]12[CH2:8][CH2:7][C:4]([C:9]([C:17]3[CH:22]=[CH:21][CH:20]=[CH:19][CH:18]=3)([C:11]3[CH:16]=[CH:15][CH:14]=[CH:13][CH:12]=3)[OH:10])([CH2:5][CH2:6]1)[CH2:3][CH2:2]2.[Br:23][CH2:24][CH2:25][CH2:26][CH:27]=[CH2:28]. The catalyst is CC#N. The product is [Br-:23].[OH:10][C:9]([C:17]1[CH:22]=[CH:21][CH:20]=[CH:19][CH:18]=1)([C:11]1[CH:12]=[CH:13][CH:14]=[CH:15][CH:16]=1)[C:4]12[CH2:5][CH2:6][N+:1]([CH2:28][CH2:27][CH2:26][CH:25]=[CH2:24])([CH2:2][CH2:3]1)[CH2:8][CH2:7]2. The yield is 0.886.